Dataset: Catalyst prediction with 721,799 reactions and 888 catalyst types from USPTO. Task: Predict which catalyst facilitates the given reaction. (1) Reactant: [CH3:1][O:2][C:3](=[O:22])[CH:4]([NH:13][C:14]([C:16]1[CH:17]=[N:18][CH:19]=[CH:20][CH:21]=1)=[O:15])[CH2:5][C:6]1[CH:11]=[CH:10][C:9]([OH:12])=[CH:8][CH:7]=1.[C:23]([Si:27](Cl)([CH3:29])[CH3:28])([CH3:26])([CH3:25])[CH3:24]. Product: [CH3:1][O:2][C:3](=[O:22])[CH:4]([NH:13][C:14]([C:16]1[CH:17]=[N:18][CH:19]=[CH:20][CH:21]=1)=[O:15])[CH2:5][C:6]1[CH:11]=[CH:10][C:9]([O:12][Si:27]([C:23]([CH3:26])([CH3:25])[CH3:24])([CH3:29])[CH3:28])=[CH:8][CH:7]=1. The catalyst class is: 3. (2) Reactant: [F:1][C:2]1[CH:3]=[C:4]([C:9]2[C:10](=[O:18])[N:11]([CH3:17])[C:12](SC)=[N:13][CH:14]=2)[CH:5]=[CH:6][C:7]=1[OH:8].[F:19][C:20]1[CH:26]=[CH:25][C:23]([NH2:24])=[CH:22][CH:21]=1. Product: [F:1][C:2]1[CH:3]=[C:4]([C:9]2[C:10](=[O:18])[N:11]([CH3:17])[C:12]([NH:24][C:23]3[CH:25]=[CH:26][C:20]([F:19])=[CH:21][CH:22]=3)=[N:13][CH:14]=2)[CH:5]=[CH:6][C:7]=1[OH:8]. The catalyst class is: 818. (3) Reactant: [CH:1]1([CH2:7][NH:8][C:9]([C:11]2[CH:16]=[C:15]([N+:17]([O-])=O)[CH:14]=[CH:13][C:12]=2[NH:20][C:21]([C:23]2[C:32]3[C:27](=[CH:28][CH:29]=[CH:30][CH:31]=3)[CH:26]=[CH:25][CH:24]=2)=[O:22])=[O:10])[CH2:6][CH2:5][CH2:4][CH2:3][CH2:2]1. Product: [NH2:17][C:15]1[CH:14]=[CH:13][C:12]([NH:20][C:21]([C:23]2[C:32]3[C:27](=[CH:28][CH:29]=[CH:30][CH:31]=3)[CH:26]=[CH:25][CH:24]=2)=[O:22])=[C:11]([C:9]([NH:8][CH2:7][CH:1]2[CH2:6][CH2:5][CH2:4][CH2:3][CH2:2]2)=[O:10])[CH:16]=1. The catalyst class is: 153. (4) Reactant: [CH:1]1([O:6][C:7]2[CH:8]=[C:9]([N:15]([CH2:23][C:24]3[CH:25]=[N:26][CH:27]=[CH:28][CH:29]=3)[C:16]3[CH:21]=[CH:20][C:19]([OH:22])=[CH:18][CH:17]=3)[CH:10]=[CH:11][C:12]=2[O:13][CH3:14])[CH2:5][CH2:4][CH2:3][CH2:2]1.[H-].[Na+].Br[CH2:33][C:34]([O:36][CH2:37][CH3:38])=[O:35].[NH4+].[Cl-]. Product: [CH:1]1([O:6][C:7]2[CH:8]=[C:9]([N:15]([CH2:23][C:24]3[CH:25]=[N:26][CH:27]=[CH:28][CH:29]=3)[C:16]3[CH:21]=[CH:20][C:19]([O:22][CH2:33][C:34]([O:36][CH2:37][CH3:38])=[O:35])=[CH:18][CH:17]=3)[CH:10]=[CH:11][C:12]=2[O:13][CH3:14])[CH2:2][CH2:3][CH2:4][CH2:5]1. The catalyst class is: 3. (5) Reactant: Cl[CH2:2][C:3]([N:5]1[CH2:14][CH2:13][C:12]2[C:7](=[CH:8][CH:9]=[CH:10][CH:11]=2)[CH:6]1[CH:15]1[CH2:20][CH2:19][CH2:18][CH2:17][CH2:16]1)=[O:4].C(=O)([O-])[O-].[K+].[K+].Cl.[NH2:28][C@@H:29]([CH2:32][CH:33]1[CH2:38][CH2:37][CH2:36][CH2:35][CH2:34]1)[CH2:30][OH:31].[Cl-].[NH4+]. Product: [CH:33]1([CH2:32][C@H:29]([NH:28][CH2:2][C:3]([N:5]2[CH2:14][CH2:13][C:12]3[C:7](=[CH:8][CH:9]=[CH:10][CH:11]=3)[CH:6]2[CH:15]2[CH2:20][CH2:19][CH2:18][CH2:17][CH2:16]2)=[O:4])[CH2:30][OH:31])[CH2:38][CH2:37][CH2:36][CH2:35][CH2:34]1. The catalyst class is: 10. (6) Reactant: S(Cl)([Cl:3])=O.[Cl:5][CH2:6][S:7]([C:9]1[C:18](=[O:19])[C:17]2[C:12](=[CH:13][C:14]([F:20])=[CH:15][CH:16]=2)[N:11]([CH3:21])[CH:10]=1)=O. Product: [Cl:5][CH:6]([Cl:3])[S:7][C:9]1[C:18](=[O:19])[C:17]2[C:12](=[CH:13][C:14]([F:20])=[CH:15][CH:16]=2)[N:11]([CH3:21])[CH:10]=1. The catalyst class is: 17. (7) Reactant: I[C:2]1[N:6]([CH3:7])[N:5]=[CH:4][CH:3]=1.[F:8][C:9]1([F:24])[CH2:14][CH2:13][C:12](B2OC(C)(C)C(C)(C)O2)=[CH:11][CH2:10]1.C(=O)([O-])[O-].[Cs+].[Cs+].O1CCOCC1. Product: [F:8][C:9]1([F:24])[CH2:14][CH2:13][C:12]([C:2]2[N:6]([CH3:7])[N:5]=[CH:4][CH:3]=2)=[CH:11][CH2:10]1. The catalyst class is: 103.